This data is from Reaction yield outcomes from USPTO patents with 853,638 reactions. The task is: Predict the reaction yield, written as a fraction of the theoretical maximum amount of product (1.0 means a 100% yield; for example, 0.34 means a 34% yield). (1) The reactants are [CH2:1]([O:8][CH2:9][C@H:10](O)[CH2:11][CH2:12][CH:13]=[CH2:14])[C:2]1[CH:7]=[CH:6][CH:5]=[CH:4][CH:3]=1.C1(P(C2C=CC=CC=2)C2C=CC=CC=2)C=CC=CC=1.[C:35]1(=[O:45])[NH:39][C:38](=[O:40])[C:37]2=[CH:41][CH:42]=[CH:43][CH:44]=[C:36]12.N(C(OC(C)C)=O)=NC(OC(C)C)=O. No catalyst specified. The product is [CH2:1]([O:8][CH2:9][C@@H:10]([N:39]1[C:38](=[O:40])[C:37]2=[CH:41][CH:42]=[CH:43][CH:44]=[C:36]2[C:35]1=[O:45])[CH2:11][CH2:12][CH:13]=[CH2:14])[C:2]1[CH:7]=[CH:6][CH:5]=[CH:4][CH:3]=1. The yield is 0.830. (2) The reactants are [Cl:1][C:2]1[CH:3]=[C:4]2[C:9](=[CH:10][C:11]=1[Cl:12])[O:8]C(C(O)=O)=[CH:6][C:5]2=O.S(Cl)([Cl:19])=O.CN([CH:24]=[O:25])C. No catalyst specified. The product is [Cl:19][C:5]1[C:4]2[C:9](=[CH:10][C:11]([Cl:12])=[C:2]([Cl:1])[CH:3]=2)[O:8][C:24](=[O:25])[CH:6]=1. The yield is 0.550. (3) The reactants are OO.O[Li].O.C([C@@H]1COC(=O)N1[C:19](=[O:37])[C@@H:20]([C:30]1[CH:35]=[CH:34][C:33]([Cl:36])=[CH:32][CH:31]=1)[CH2:21][NH:22][C:23](=[O:29])[O:24][C:25]([CH3:28])([CH3:27])[CH3:26])C1C=CC=CC=1.C[O:39]C1C=C(OC)C=CC=1C=O.[O-]S([O-])=O.[Na+].[Na+]. The catalyst is C1COCC1.O. The product is [C:25]([O:24][C:23]([NH:22][CH2:21][C@H:20]([C:30]1[CH:31]=[CH:32][C:33]([Cl:36])=[CH:34][CH:35]=1)[C:19]([OH:37])=[O:39])=[O:29])([CH3:26])([CH3:27])[CH3:28]. The yield is 0.942.